This data is from Retrosynthesis with 50K atom-mapped reactions and 10 reaction types from USPTO. The task is: Predict the reactants needed to synthesize the given product. Given the product COC(=O)c1ccc([N+](=O)[O-])cc1C(=O)N1CCN(c2ccc(C(C)=O)cc2F)CC1, predict the reactants needed to synthesize it. The reactants are: CC(=O)c1ccc(N2CCNCC2)c(F)c1.COC(=O)c1ccc([N+](=O)[O-])cc1C(=O)[O-].